Dataset: Forward reaction prediction with 1.9M reactions from USPTO patents (1976-2016). Task: Predict the product of the given reaction. (1) The product is: [N:1]([CH2:4][CH2:5][O:6][C:7]1[CH:12]=[CH:11][C:10]([CH2:13][CH2:14][C:15]([OH:17])=[O:16])=[CH:9][CH:8]=1)=[N+:2]=[N-:3]. Given the reactants [N:1]([CH2:4][CH2:5][O:6][C:7]1[CH:12]=[CH:11][C:10]([CH2:13][CH2:14][C:15]([O:17]C)=[O:16])=[CH:9][CH:8]=1)=[N+:2]=[N-:3].[OH-].[K+].Cl, predict the reaction product. (2) Given the reactants [F:1][C:2]1[CH:3]=[C:4]([CH2:10]O)[CH:5]=[C:6]([O:8][CH3:9])[CH:7]=1.P(Cl)(Cl)(Cl)(Cl)[Cl:13].C([O-])([O-])=O.[Na+].[Na+], predict the reaction product. The product is: [Cl:13][CH2:10][C:4]1[CH:5]=[C:6]([O:8][CH3:9])[CH:7]=[C:2]([F:1])[CH:3]=1. (3) Given the reactants [CH2:1]([N:3]([C:29](=O)[C:30]1[CH:35]=[CH:34][C:33]([OH:36])=[CH:32][CH:31]=1)[C:4]1[CH:9]=[C:8]([O:10][CH3:11])[CH:7]=[CH:6][C:5]=1[CH:12]1[CH2:21][CH2:20][C:19]2[CH:18]=[C:17]([O:22]C(=O)C(C)(C)C)[CH:16]=[CH:15][C:14]=2[CH2:13]1)[CH3:2].C(O[C:43]([N:45]1[CH2:51][CH2:50][CH2:49][N:48]([C:52](=O)[CH2:53]Cl)[CH2:47][CH2:46]1)=O)(C)(C)C, predict the reaction product. The product is: [CH2:1]([N:3]([CH2:29][C:30]1[CH:35]=[CH:34][C:33]([O:36][CH2:53][CH2:52][N:48]2[CH2:49][CH2:50][CH2:51][N:45]([CH3:43])[CH2:46][CH2:47]2)=[CH:32][CH:31]=1)[C:4]1[CH:9]=[C:8]([O:10][CH3:11])[CH:7]=[CH:6][C:5]=1[CH:12]1[CH2:21][CH2:20][C:19]2[CH:18]=[C:17]([OH:22])[CH:16]=[CH:15][C:14]=2[CH2:13]1)[CH3:2]. (4) The product is: [C:13]12([NH:23][CH2:11][C:2]3[CH:3]=[CH:4][C:5]4[C:10](=[CH:9][CH:8]=[CH:7][CH:6]=4)[N:1]=3)[CH2:20][CH:19]3[CH2:18][CH:17]([CH2:16][CH:15]([CH2:21]3)[CH2:14]1)[CH2:22]2. Given the reactants [N:1]1[C:10]2[C:5](=[CH:6][CH:7]=[CH:8][CH:9]=2)[CH:4]=[CH:3][C:2]=1[CH:11]=O.[C:13]12([NH2:23])[CH2:22][CH:17]3[CH2:18][CH:19]([CH2:21][CH:15]([CH2:16]3)[CH2:14]1)[CH2:20]2, predict the reaction product. (5) Given the reactants [CH3:1][O:2][CH2:3][CH2:4][N:5]1[CH:9]=[C:8](B2OC(C)(C)C(C)(C)O2)[CH:7]=[N:6]1.[C:19]([N:22]1[C:31]2[C:26](=[CH:27][C:28](Br)=[CH:29][CH:30]=2)[C@H:25]([NH:33][C:34](=[O:43])[O:35][CH2:36][C:37]2[CH:42]=[CH:41][CH:40]=[CH:39][CH:38]=2)[C@@H:24]([CH3:44])[C@H:23]1[CH:45]1[CH2:47][CH2:46]1)(=[O:21])[CH3:20].C(N1C2C(=CC(Br)=CC=2)[C@H](NC(=O)OCC2C=CC=CC=2)[C@@H](C)[C@@H]1C1CC1)(=O)C.C(=O)([O-])[O-].[K+].[K+], predict the reaction product. The product is: [C:19]([N:22]1[C:31]2[C:26](=[CH:27][C:28]([C:8]3[CH:7]=[N:6][N:5]([CH2:4][CH2:3][O:2][CH3:1])[CH:9]=3)=[CH:29][CH:30]=2)[C@H:25]([NH:33][C:34](=[O:43])[O:35][CH2:36][C:37]2[CH:42]=[CH:41][CH:40]=[CH:39][CH:38]=2)[C@@H:24]([CH3:44])[C@H:23]1[CH:45]1[CH2:46][CH2:47]1)(=[O:21])[CH3:20]. (6) The product is: [NH2:1][CH:2]([C:7]1[CH:12]=[CH:11][CH:10]=[C:9]([Cl:13])[CH:8]=1)[C:3]([NH2:14])=[O:4]. Given the reactants [NH2:1][CH:2]([C:7]1[CH:12]=[CH:11][CH:10]=[C:9]([Cl:13])[CH:8]=1)[C:3](OC)=[O:4].[NH3:14], predict the reaction product. (7) Given the reactants [CH2:1]([NH:8][C:9]1[C:14]([C:15]([O:17]CC)=[O:16])=[CH:13][N:12]=[C:11]([S:20][CH3:21])[N:10]=1)[C:2]1[CH:7]=[CH:6][CH:5]=[CH:4][CH:3]=1.C(C(CC)CNC1C(C(OC)=O)=CN=C(SC)N=1)C, predict the reaction product. The product is: [CH2:1]([NH:8][C:9]1[C:14]([C:15]([OH:17])=[O:16])=[CH:13][N:12]=[C:11]([S:20][CH3:21])[N:10]=1)[C:2]1[CH:3]=[CH:4][CH:5]=[CH:6][CH:7]=1.